This data is from Peptide-MHC class I binding affinity with 185,985 pairs from IEDB/IMGT. The task is: Regression. Given a peptide amino acid sequence and an MHC pseudo amino acid sequence, predict their binding affinity value. This is MHC class I binding data. (1) The peptide sequence is SIILEFFLI. The MHC is HLA-A24:02 with pseudo-sequence HLA-A24:02. The binding affinity (normalized) is 0.341. (2) The peptide sequence is IYTSGKRSN. The MHC is HLA-A24:02 with pseudo-sequence HLA-A24:02. The binding affinity (normalized) is 0.190. (3) The MHC is H-2-Dd with pseudo-sequence H-2-Dd. The peptide sequence is QIFEVYWYL. The binding affinity (normalized) is 0.161. (4) The peptide sequence is IQTPTKLMNK. The MHC is HLA-B51:01 with pseudo-sequence HLA-B51:01. The binding affinity (normalized) is 0. (5) The peptide sequence is WMYYPRSPV. The MHC is HLA-B15:42 with pseudo-sequence HLA-B15:42. The binding affinity (normalized) is 0.213. (6) The peptide sequence is VLCHYVRV. The MHC is H-2-Db with pseudo-sequence H-2-Db. The binding affinity (normalized) is 0. (7) The peptide sequence is YIDNTTSWY. The MHC is HLA-A69:01 with pseudo-sequence HLA-A69:01. The binding affinity (normalized) is 0.0847.